This data is from Full USPTO retrosynthesis dataset with 1.9M reactions from patents (1976-2016). The task is: Predict the reactants needed to synthesize the given product. (1) Given the product [CH:1]([Si:4]([O:11][C:12]1[CH:19]=[CH:18][C:15]([CH:16]=[CH2:20])=[CH:14][CH:13]=1)([CH:8]([CH3:10])[CH3:9])[CH:5]([CH3:7])[CH3:6])([CH3:3])[CH3:2], predict the reactants needed to synthesize it. The reactants are: [CH:1]([Si:4]([O:11][C:12]1[CH:19]=[CH:18][C:15]([CH:16]=O)=[CH:14][CH:13]=1)([CH:8]([CH3:10])[CH3:9])[CH:5]([CH3:7])[CH3:6])([CH3:3])[CH3:2].[CH2:20]1COCC1. (2) Given the product [Br:1][C:2]1[CH:7]=[C:6]([C:8]2[N:9]=[C:10]([C:13]3[CH:29]=[CH:34][N:33]=[CH:32][CH:31]=3)[S:11][CH:12]=2)[C:5](=[O:23])[NH:4][C:3]=1[CH3:24], predict the reactants needed to synthesize it. The reactants are: [Br:1][C:2]1[CH:7]=[C:6]([C:8]2[N:9]=[C:10]([CH2:13]S(C3C=CC=CC=3)(=O)=O)[S:11][CH:12]=2)[C:5](=[O:23])[NH:4][C:3]=1[CH3:24].BrCC([C:29]1[C:34](=O)[NH:33][C:32](C)=[C:31](Br)C=1)=O.C1C(C(N)=S)=CC=NC=1.C(Cl)Cl.